From a dataset of Full USPTO retrosynthesis dataset with 1.9M reactions from patents (1976-2016). Predict the reactants needed to synthesize the given product. (1) Given the product [C:5]1([O:4][C:2](=[O:3])[NH:11][C:12]2[CH:13]=[C:14]([C:15](=[O:16])[NH2:17])[CH:18]=[C:19]([C:21]([CH3:24])([CH3:23])[CH3:22])[CH:20]=2)[CH:10]=[CH:9][CH:8]=[CH:7][CH:6]=1, predict the reactants needed to synthesize it. The reactants are: Cl[C:2]([O:4][C:5]1[CH:10]=[CH:9][CH:8]=[CH:7][CH:6]=1)=[O:3].[NH2:11][C:12]1[CH:13]=[C:14]([CH:18]=[C:19]([C:21]([CH3:24])([CH3:23])[CH3:22])[CH:20]=1)[C:15]([NH2:17])=[O:16].C([O-])(O)=O.[Na+]. (2) Given the product [F:1][C:2]([F:7])([F:6])[C:3]([N:5]=[S:40]([CH2:39][C:37]1[CH:36]=[CH:35][N:34]=[C:33]([NH:32][C:29]2[CH:28]=[C:27]([C:42]3[C:50]4[O:49][CH:48]=[CH:47][C:46]=4[C:45]([F:51])=[CH:44][CH:43]=3)[C:26]([F:25])=[CH:31][N:30]=2)[CH:38]=1)[CH3:41])=[O:4], predict the reactants needed to synthesize it. The reactants are: [F:1][C:2]([F:7])([F:6])[C:3]([NH2:5])=[O:4].CC(C)([O-])C.[Na+].BrN1C(C)(C)C(=O)N(Br)C1=O.[F:25][C:26]1[C:27]([C:42]2[C:50]3[O:49][CH:48]=[CH:47][C:46]=3[C:45]([F:51])=[CH:44][CH:43]=2)=[CH:28][C:29]([NH:32][C:33]2[CH:38]=[C:37]([CH2:39][S:40][CH3:41])[CH:36]=[CH:35][N:34]=2)=[N:30][CH:31]=1.S([O-])([O-])=O.[Na+].[Na+]. (3) Given the product [F:1][C:2]1[CH:3]=[CH:4][C:5]([O:11][CH3:12])=[C:6]2[C:10]=1[N:9]([C:16]1[CH:17]=[CH:18][C:19]([O:20][CH2:21][C:22]3[CH:23]=[CH:24][CH:25]=[CH:26][CH:27]=3)=[C:14]([F:13])[CH:15]=1)[N:8]=[CH:7]2, predict the reactants needed to synthesize it. The reactants are: [F:1][C:2]1[CH:3]=[CH:4][C:5]([O:11][CH3:12])=[C:6]2[C:10]=1[NH:9][N:8]=[CH:7]2.[F:13][C:14]1[CH:15]=[C:16](B(O)O)[CH:17]=[CH:18][C:19]=1[O:20][CH2:21][C:22]1[CH:27]=[CH:26][CH:25]=[CH:24][CH:23]=1.N1C=CC=CC=1.